Dataset: Forward reaction prediction with 1.9M reactions from USPTO patents (1976-2016). Task: Predict the product of the given reaction. Given the reactants [OH:1][C:2]([CH3:28])([CH3:27])[CH2:3][O:4][C:5]1[CH:10]=[CH:9][C:8]([N:11]2[CH2:15][CH2:14][CH:13]([O:16][C:17]3[CH:22]=[CH:21][C:20](I)=[CH:19][CH:18]=3)[C:12]2=[O:24])=[CH:7][C:6]=1[O:25][CH3:26].C([O-])([O-])=O.[Na+].[Na+].[F:35][C:36]1[CH:41]=[CH:40][CH:39]=[CH:38][C:37]=1B(O)O, predict the reaction product. The product is: [F:35][C:36]1[CH:41]=[CH:40][CH:39]=[CH:38][C:37]=1[C:20]1[CH:21]=[CH:22][C:17]([O:16][CH:13]2[CH2:14][CH2:15][N:11]([C:8]3[CH:9]=[CH:10][C:5]([O:4][CH2:3][C:2]([OH:1])([CH3:28])[CH3:27])=[C:6]([O:25][CH3:26])[CH:7]=3)[C:12]2=[O:24])=[CH:18][CH:19]=1.